This data is from Peptide-MHC class II binding affinity with 134,281 pairs from IEDB. The task is: Regression. Given a peptide amino acid sequence and an MHC pseudo amino acid sequence, predict their binding affinity value. This is MHC class II binding data. (1) The peptide sequence is MENRWQVMIVWQVDR. The MHC is HLA-DQA10501-DQB10201 with pseudo-sequence HLA-DQA10501-DQB10201. The binding affinity (normalized) is 0.0323. (2) The peptide sequence is AFKVRATAANAAPAN. The MHC is DRB1_0901 with pseudo-sequence DRB1_0901. The binding affinity (normalized) is 0.656.